Dataset: Reaction yield outcomes from USPTO patents with 853,638 reactions. Task: Predict the reaction yield, written as a fraction of the theoretical maximum amount of product (1.0 means a 100% yield; for example, 0.34 means a 34% yield). (1) The reactants are [C:1]([C:3]1[CH:8]=[CH:7][C:6]([NH:9][CH:10]([C:16]2[CH:21]=[C:20]([C:22]3[N:23](O)[C:24]([CH3:27])=[N:25][CH:26]=3)[CH:19]=[C:18]([O:29][CH2:30][CH3:31])[CH:17]=2)[C:11]([O:13][CH2:14][CH3:15])=[O:12])=[CH:5][CH:4]=1)#[N:2].C([O-])(O)=O.[Na+]. The catalyst is O.CO. The yield is 0.150. The product is [C:1]([C:3]1[CH:8]=[CH:7][C:6]([NH:9][CH:10]([C:16]2[CH:21]=[C:20]([C:22]3[NH:23][C:24]([CH3:27])=[N:25][CH:26]=3)[CH:19]=[C:18]([O:29][CH2:30][CH3:31])[CH:17]=2)[C:11]([O:13][CH2:14][CH3:15])=[O:12])=[CH:5][CH:4]=1)#[N:2]. (2) The yield is 0.890. The reactants are [CH:1]([C:4]1[CH:10]=[CH:9][C:8]([N+]([O-])=O)=[CH:7][C:5]=1N)([CH3:3])[CH3:2].OS(O)(=O)=O.N([O-])=O.[Na+].N[C:24](N)=O.[OH2:27]. The product is [CH:1]([C:4]1[CH:10]=[CH:9][C:8]([CH3:24])=[CH:7][C:5]=1[OH:27])([CH3:3])[CH3:2]. No catalyst specified. (3) The reactants are Cl[C:2]1[CH:7]=[CH:6][C:5]([C:8]2[O:9][C:10]([C:13]3[C:14]([C:19]4[CH:24]=[CH:23][CH:22]=[CH:21][CH:20]=4)=[N:15][O:16][C:17]=3[CH3:18])=[N:11][N:12]=2)=[CH:4][N:3]=1.[NH:25]1[CH2:30][CH2:29][O:28][CH2:27][CH2:26]1. The catalyst is CS(C)=O.C(OCC)(=O)C. The product is [CH3:18][C:17]1[O:16][N:15]=[C:14]([C:19]2[CH:24]=[CH:23][CH:22]=[CH:21][CH:20]=2)[C:13]=1[C:10]1[O:9][C:8]([C:5]2[CH:6]=[CH:7][C:2]([N:25]3[CH2:30][CH2:29][O:28][CH2:27][CH2:26]3)=[N:3][CH:4]=2)=[N:12][N:11]=1. The yield is 0.700.